This data is from M1 muscarinic receptor antagonist screen with 61,756 compounds. The task is: Binary Classification. Given a drug SMILES string, predict its activity (active/inactive) in a high-throughput screening assay against a specified biological target. (1) The molecule is S(Cc1ccccc1)Cc1sc(nn1)N. The result is 0 (inactive). (2) The result is 0 (inactive). The molecule is O=C1C(=C\NC23CN4CN(C2)CCN(C3)C4)/c2c(C=C1)cccc2.